From a dataset of Full USPTO retrosynthesis dataset with 1.9M reactions from patents (1976-2016). Predict the reactants needed to synthesize the given product. (1) Given the product [C:17]1(=[CH:6][C:4]([O:3][CH2:2][CH3:1])=[O:5])[CH2:20][CH2:19][CH2:18]1, predict the reactants needed to synthesize it. The reactants are: [CH3:1][CH2:2][O:3][C:4]([CH2:6]P(OCC)(OCC)=O)=[O:5].[H-].[Na+].[C:17]1(=O)[CH2:20][CH2:19][CH2:18]1.O. (2) Given the product [CH3:11][C:12]1[S:13][C:14]([C:2]2[CH:7]=[CH:6][C:5]([CH2:8][CH2:9][CH3:10])=[CH:4][CH:3]=2)=[CH:15][N:16]=1, predict the reactants needed to synthesize it. The reactants are: Br[C:2]1[CH:7]=[CH:6][C:5]([CH2:8][CH2:9][CH3:10])=[CH:4][CH:3]=1.[CH3:11][C:12]1[S:13][CH:14]=[CH:15][N:16]=1.C1(P(C2C=CC=CC=2)C2C=CC=CC=2)C=CC=CC=1.C(=O)([O-])[O-].[Cs+].[Cs+]. (3) Given the product [ClH:7].[ClH:7].[NH2:27][CH:17]1[C:16]2[CH:15]=[C:14]([C:12]([N:11]=[C:9]([NH2:10])[NH2:8])=[O:13])[CH:26]=[CH:25][C:24]=2[C:23]2[C:18]1=[CH:19][CH:20]=[CH:21][CH:22]=2, predict the reactants needed to synthesize it. The reactants are: C(OCC)(=O)C.[ClH:7].[NH2:8][C:9](=[N:11][C:12]([C:14]1[CH:26]=[CH:25][C:24]2[C:23]3[C:18](=[CH:19][CH:20]=[CH:21][CH:22]=3)[CH:17]([NH:27]C(=O)OC(C)(C)C)[C:16]=2[CH:15]=1)=[O:13])[NH2:10]. (4) Given the product [CH3:24][C:14]1[C:15]([CH2:19][C:20]([O:22][CH3:23])=[O:21])=[CH:16][CH:17]=[CH:18][C:13]=1[C:9]1[C:10]([CH3:12])=[CH:11][C:6]([O:5][CH2:4][CH2:3][CH2:2][NH:1][C:33](=[O:36])[CH2:34][CH3:35])=[CH:7][C:8]=1[CH3:25], predict the reactants needed to synthesize it. The reactants are: [NH2:1][CH2:2][CH2:3][CH2:4][O:5][C:6]1[CH:11]=[C:10]([CH3:12])[C:9]([C:13]2[CH:18]=[CH:17][CH:16]=[C:15]([CH2:19][C:20]([O:22][CH3:23])=[O:21])[C:14]=2[CH3:24])=[C:8]([CH3:25])[CH:7]=1.C(N(CC)CC)C.[C:33](O[C:33](=[O:36])[CH2:34][CH3:35])(=[O:36])[CH2:34][CH3:35]. (5) Given the product [CH:51]1([C:49]([O:48][CH2:47][O:6][C:5](=[O:7])[C:4]2[CH:8]=[CH:9][CH:10]=[C:11]([CH2:12][CH:13]([NH:27][C:28](=[O:45])[CH2:29][CH2:30][C:31]3([CH3:44])[O:39][CH:38]4[C:33]([CH3:43])([CH:34]5[CH2:40][CH:36]([CH2:37]4)[C:35]5([CH3:42])[CH3:41])[O:32]3)[B:14]3[O:22][CH:21]4[C:16]([CH3:26])([CH:17]5[CH2:23][CH:19]([CH2:20]4)[C:18]5([CH3:25])[CH3:24])[O:15]3)[C:3]=2[O:2][CH3:1])=[O:50])[CH2:56][CH2:55][CH2:54][CH2:53][CH2:52]1, predict the reactants needed to synthesize it. The reactants are: [CH3:1][O:2][C:3]1[C:11]([CH2:12][CH:13]([NH:27][C:28](=[O:45])[CH2:29][CH2:30][C:31]2([CH3:44])[O:39][CH:38]3[C:33]([CH3:43])([CH:34]4[CH2:40][CH:36]([CH2:37]3)[C:35]4([CH3:42])[CH3:41])[O:32]2)[B:14]2[O:22][CH:21]3[C:16]([CH3:26])([CH:17]4[CH2:23][CH:19]([CH2:20]3)[C:18]4([CH3:25])[CH3:24])[O:15]2)=[CH:10][CH:9]=[CH:8][C:4]=1[C:5]([OH:7])=[O:6].Cl[CH2:47][O:48][C:49]([CH:51]1[CH2:56][CH2:55][CH2:54][CH2:53][CH2:52]1)=[O:50]. (6) Given the product [CH:1](=[C:8]1[CH2:12][N:11]([C:13](=[O:15])[CH:29]([C:23]2[CH:24]=[CH:25][CH:26]=[CH:27][CH:28]=2)[C:33]2[CH:34]=[CH:35][CH:36]=[CH:37][CH:38]=2)[C@H:10]([C:20]([NH:44][CH2:43][CH2:42][N:41]([CH2:45][CH3:46])[CH2:39][CH3:40])=[O:22])[CH2:9]1)[C:2]1[CH:3]=[CH:4][CH:5]=[CH:6][CH:7]=1, predict the reactants needed to synthesize it. The reactants are: [CH:1](=[C:8]1[CH2:12][N:11]([C:13]([O:15]C(C)(C)C)=O)[C@H:10]([C:20]([OH:22])=O)[CH2:9]1)[C:2]1[CH:7]=[CH:6][CH:5]=[CH:4][CH:3]=1.[C:23]1([CH:29]([C:33]2[CH:38]=[CH:37][CH:36]=[CH:35][CH:34]=2)C(Cl)=O)[CH:28]=[CH:27][CH:26]=[CH:25][CH:24]=1.[CH2:39]([N:41]([CH2:45][CH3:46])[CH2:42][CH2:43][NH2:44])[CH3:40]. (7) Given the product [CH3:19][O:18][CH2:17][CH2:16][N:1]1[C:9]2[C:4](=[CH:5][CH:6]=[CH:7][CH:8]=2)[C:3]([C:10]([O:12][CH2:13][CH3:14])=[O:11])=[N:2]1, predict the reactants needed to synthesize it. The reactants are: [NH:1]1[C:9]2[C:4](=[CH:5][CH:6]=[CH:7][CH:8]=2)[C:3]([C:10]([O:12][CH2:13][CH3:14])=[O:11])=[N:2]1.Br[CH2:16][CH2:17][O:18][CH3:19].